This data is from Catalyst prediction with 721,799 reactions and 888 catalyst types from USPTO. The task is: Predict which catalyst facilitates the given reaction. Reactant: [CH3:1][O:2][C:3]1[CH:8]=[CH:7][C:6]([C:9]2[CH2:18][CH2:17][C:12]3([O:16][CH2:15][CH2:14][O:13]3)[CH2:11][CH:10]=2)=[CH:5][CH:4]=1. Product: [CH3:1][O:2][C:3]1[CH:8]=[CH:7][C:6]([CH:9]2[CH2:18][CH2:17][C:12]3([O:16][CH2:15][CH2:14][O:13]3)[CH2:11][CH2:10]2)=[CH:5][CH:4]=1. The catalyst class is: 50.